From a dataset of Forward reaction prediction with 1.9M reactions from USPTO patents (1976-2016). Predict the product of the given reaction. (1) Given the reactants [C:1]([NH:11][C@@H:12]1[C@@H:18]([OH:19])[C@H:17]([OH:20])[C@@H:16]([CH2:21][OH:22])[O:15][CH:13]1[OH:14])([O:3][CH2:4][C:5]1[CH:10]=[CH:9][CH:8]=[CH:7][CH:6]=1)=[O:2].C1(C)C=CC(S(O)(=O)=O)=CC=1.[CH2:34](O)[CH2:35][CH2:36][CH2:37][CH2:38][CH2:39][CH2:40][CH3:41], predict the reaction product. The product is: [C:1]([NH:11][C@@H:12]1[C@@H:18]([OH:19])[C@H:17]([OH:20])[C@@H:16]([CH2:21][OH:22])[O:15][C:13]1([CH2:34][CH2:35][CH2:36][CH2:37][CH2:38][CH2:39][CH2:40][CH3:41])[OH:14])([O:3][CH2:4][C:5]1[CH:10]=[CH:9][CH:8]=[CH:7][CH:6]=1)=[O:2]. (2) Given the reactants [CH2:1]([C:5]1[N:6]([CH2:18][CH2:19][CH2:20][NH:21][C:22](=[O:28])[O:23][C:24]([CH3:27])([CH3:26])[CH3:25])[C:7]2[C:16]3[CH:15]=[CH:14][CH:13]=[CH:12][C:11]=3[N:10]=[CH:9][C:8]=2[N:17]=1)[CH2:2][CH2:3][CH3:4].ClC1C=C(C=CC=1)C(OO)=[O:34].S(=O)(=O)(O)[O-].[Na+], predict the reaction product. The product is: [CH2:1]([C:5]1[N:6]([CH2:18][CH2:19][CH2:20][NH:21][C:22](=[O:28])[O:23][C:24]([CH3:27])([CH3:26])[CH3:25])[C:7]2[C:16]3[CH:15]=[CH:14][CH:13]=[CH:12][C:11]=3[N+:10]([O-:34])=[CH:9][C:8]=2[N:17]=1)[CH2:2][CH2:3][CH3:4]. (3) Given the reactants [N+:1]([C:4]1[CH:5]=[C:6]2[C:10](=[CH:11][CH:12]=1)[NH:9][CH:8]=[C:7]2[C:13]1[CH2:18][CH2:17][N:16](C(OC(C)(C)C)=O)[CH2:15][CH:14]=1)([O-:3])=[O:2].C(O)(C(F)(F)F)=O, predict the reaction product. The product is: [N+:1]([C:4]1[CH:5]=[C:6]2[C:10](=[CH:11][CH:12]=1)[NH:9][CH:8]=[C:7]2[C:13]1[CH2:18][CH2:17][NH:16][CH2:15][CH:14]=1)([O-:3])=[O:2].